Predict the reactants needed to synthesize the given product. From a dataset of Full USPTO retrosynthesis dataset with 1.9M reactions from patents (1976-2016). (1) Given the product [CH3:9][O:8][C:6]1[C:5]([O:10][CH3:11])=[CH:4][C:3]([C:12](=[O:14])[CH3:13])=[C:2](/[N:1]=[N:16]/[N:20]2[CH2:24][CH2:23][CH2:22][CH2:21]2)[CH:7]=1, predict the reactants needed to synthesize it. The reactants are: [NH2:1][C:2]1[CH:7]=[C:6]([O:8][CH3:9])[C:5]([O:10][CH3:11])=[CH:4][C:3]=1[C:12](=[O:14])[CH3:13].Cl.[N:16]([O-])=O.[Na+].[NH:20]1[CH2:24][CH2:23][CH2:22][CH2:21]1. (2) Given the product [Br:20][C:21]1[CH:30]=[CH:29][CH:28]=[C:23]2[C:22]=1[CH2:31][N:8]([C:6]([O:5][C:1]([CH3:4])([CH3:3])[CH3:2])=[O:7])[CH:9]([C:10]([O:12][CH3:13])=[O:11])[C:24]2=[O:25], predict the reactants needed to synthesize it. The reactants are: [C:1]([O:5][C:6]([NH:8][CH2:9][C:10]([O:12][CH3:13])=[O:11])=[O:7])([CH3:4])([CH3:3])[CH3:2].CC([O-])(C)C.[K+].[Br:20][C:21]1[C:22]([CH2:31]Br)=[C:23]([CH:28]=[CH:29][CH:30]=1)[C:24](OC)=[O:25]. (3) The reactants are: [F:1][C:2]1[C:7]([F:8])=[CH:6][C:5]([C:9]2[CH:14]=[CH:13][C:12]([OH:15])=[CH:11][CH:10]=2)=[C:4]([O:16][CH3:17])[CH:3]=1.Br[CH2:19][C:20]1[C:28]2[O:27][N:26]=[C:25]([O:29][C:30]([C:43]3[CH:48]=[CH:47][CH:46]=[CH:45][CH:44]=3)([C:37]3[CH:42]=[CH:41][CH:40]=[CH:39][CH:38]=3)[C:31]3[CH:36]=[CH:35][CH:34]=[CH:33][CH:32]=3)[C:24]=2[CH:23]=[CH:22][CH:21]=1.C(=O)([O-])[O-].[K+].[K+]. Given the product [F:1][C:2]1[C:7]([F:8])=[CH:6][C:5]([C:9]2[CH:10]=[CH:11][C:12]([O:15][CH2:19][C:20]3[C:28]4[O:27][N:26]=[C:25]([O:29][C:30]([C:31]5[CH:36]=[CH:35][CH:34]=[CH:33][CH:32]=5)([C:43]5[CH:44]=[CH:45][CH:46]=[CH:47][CH:48]=5)[C:37]5[CH:42]=[CH:41][CH:40]=[CH:39][CH:38]=5)[C:24]=4[CH:23]=[CH:22][CH:21]=3)=[CH:13][CH:14]=2)=[C:4]([O:16][CH3:17])[CH:3]=1, predict the reactants needed to synthesize it. (4) Given the product [C:1]([O:5][C:6]([N:8]1[CH2:11][CH2:10][C@H:9]1[CH2:12][O:13][C:14]1[CH:15]=[C:16]([CH2:20][CH2:21][C:22]2[CH:23]=[C:24]([CH2:28][Cl:44])[CH:25]=[CH:26][CH:27]=2)[CH:17]=[N:18][CH:19]=1)=[O:7])([CH3:4])([CH3:3])[CH3:2], predict the reactants needed to synthesize it. The reactants are: [C:1]([O:5][C:6]([N:8]1[CH2:11][CH2:10][C@H:9]1[CH2:12][O:13][C:14]1[CH:15]=[C:16]([CH2:20][CH2:21][C:22]2[CH:23]=[C:24]([CH2:28]O)[CH:25]=[CH:26][CH:27]=2)[CH:17]=[N:18][CH:19]=1)=[O:7])([CH3:4])([CH3:3])[CH3:2].[Li+].[Cl-].N1C(C)=CC=CC=1C.CS([Cl:44])(=O)=O.S([O-])(=O)(=O)C. (5) The reactants are: [F:1][C:2]1[CH:3]=[CH:4][C:5]2[N:9]=[C:8]([C@@H:10]([NH2:12])[CH3:11])[N:7]([C:13]3[CH:18]=[CH:17][CH:16]=[CH:15][N:14]=3)[C:6]=2[CH:19]=1.Cl[C:21]1[N:29]=[C:28]([C:30]([F:33])([F:32])[F:31])[N:27]=[C:26]2[C:22]=1[N:23]=[CH:24][NH:25]2.CCN(C(C)C)C(C)C. Given the product [NH3:7].[F:1][C:2]1[CH:3]=[CH:4][C:5]2[N:9]=[C:8]([C@@H:10]([NH:12][C:21]3[N:29]=[C:28]([C:30]([F:33])([F:32])[F:31])[N:27]=[C:26]4[C:22]=3[N:23]=[CH:24][NH:25]4)[CH3:11])[N:7]([C:13]3[CH:18]=[CH:17][CH:16]=[CH:15][N:14]=3)[C:6]=2[CH:19]=1, predict the reactants needed to synthesize it. (6) Given the product [Br:1][C:2]1[CH:3]=[C:4]([O:9][CH:10]([CH3:12])[CH3:11])[C:5]([CH3:8])=[N+:6]([O-:17])[CH:7]=1, predict the reactants needed to synthesize it. The reactants are: [Br:1][C:2]1[CH:3]=[C:4]([O:9][CH:10]([CH3:12])[CH3:11])[C:5]([CH3:8])=[N:6][CH:7]=1.C([O:17]C(=O)N(C1C(C)=NC=C(Br)C=1)CC)(C)(C)C.